The task is: Regression. Given two drug SMILES strings and cell line genomic features, predict the synergy score measuring deviation from expected non-interaction effect.. This data is from Merck oncology drug combination screen with 23,052 pairs across 39 cell lines. Drug 2: Cc1nc(Nc2ncc(C(=O)Nc3c(C)cccc3Cl)s2)cc(N2CCN(CCO)CC2)n1. Synergy scores: synergy=3.63. Drug 1: O=C(O)C1(Cc2cccc(Nc3nccs3)n2)CCC(Oc2cccc(Cl)c2F)CC1. Cell line: COLO320DM.